Dataset: Full USPTO retrosynthesis dataset with 1.9M reactions from patents (1976-2016). Task: Predict the reactants needed to synthesize the given product. (1) Given the product [F:16][C:17]1[CH:18]=[C:19]([CH2:20][OH:21])[CH:23]=[C:24]([O:29][CH3:30])[C:25]=1[N+:26]([O-:28])=[O:27], predict the reactants needed to synthesize it. The reactants are: FC1C=C([N+]([O-])=O)C(OC)=CC=1C(O)=O.[F:16][C:17]1[CH:18]=[C:19]([CH:23]=[C:24]([O:29][CH3:30])[C:25]=1[N+:26]([O-:28])=[O:27])[C:20](O)=[O:21]. (2) Given the product [CH3:48][O:47][C:45](=[O:46])[N:7]([CH2:6][C:5]1[CH:29]=[C:30]([C:32]([F:34])([F:35])[F:33])[CH:31]=[C:3]([C:2]([F:36])([F:1])[F:37])[CH:4]=1)[CH2:8][C:9]1[CH:10]=[C:11]2[C:26]([CH3:27])=[N:25][N:24]([CH3:28])[C:12]2=[N:13][C:14]=1[N:15]([CH2:18][CH:19]1[CH2:23][CH2:22][CH2:21][CH2:20]1)[CH2:16][CH3:17], predict the reactants needed to synthesize it. The reactants are: [F:1][C:2]([F:37])([F:36])[C:3]1[CH:4]=[C:5]([CH:29]=[C:30]([C:32]([F:35])([F:34])[F:33])[CH:31]=1)[CH2:6][NH:7][CH2:8][C:9]1[CH:10]=[C:11]2[C:26]([CH3:27])=[N:25][N:24]([CH3:28])[C:12]2=[N:13][C:14]=1[N:15]([CH2:18][CH:19]1[CH2:23][CH2:22][CH2:21][CH2:20]1)[CH2:16][CH3:17].C(=O)([O-])[O-].[K+].[K+].Cl[C:45]([O:47][CH3:48])=[O:46].O. (3) Given the product [CH2:35]([N:3]([CH2:1][CH3:2])[CH2:4]/[CH:5]=[CH:6]\[C:7]1[CH:12]=[C:11]([F:13])[CH:10]=[CH:9][C:8]=1[S:14]([NH:17][C:18]1[CH:27]=[CH:26][C:25]2[C:24]3=[CH:28][CH:29]=[N:30][N:23]3[CH2:22][CH2:21][C:20]=2[C:19]=1[C:31]([OH:33])=[O:32])(=[O:15])=[O:16])[CH3:36], predict the reactants needed to synthesize it. The reactants are: [CH2:1]([N:3]([CH2:35][CH3:36])[CH2:4]/[CH:5]=[CH:6]\[C:7]1[CH:12]=[C:11]([F:13])[CH:10]=[CH:9][C:8]=1[S:14]([NH:17][C:18]1[CH:27]=[CH:26][C:25]2[C:24]3=[CH:28][CH:29]=[N:30][N:23]3[CH2:22][CH2:21][C:20]=2[C:19]=1[C:31]([O:33]C)=[O:32])(=[O:16])=[O:15])[CH3:2].O.[OH-].[Li+]. (4) Given the product [F:23][CH:24]([F:34])[C:25]1[CH:26]=[C:27]([CH:31]=[CH:32][CH:33]=1)[C:28]([NH:18][C:17]1[CH:19]=[CH:20][CH:21]=[C:15]([C:14]2[N:9]3[N:8]=[C:7]([C:4]4[CH:3]=[CH:2][N:1]=[CH:6][CH:5]=4)[CH:22]=[C:10]3[N:11]=[CH:12][CH:13]=2)[CH:16]=1)=[O:29], predict the reactants needed to synthesize it. The reactants are: [N:1]1[CH:6]=[CH:5][C:4]([C:7]2[CH:22]=[C:10]3[N:11]=[CH:12][CH:13]=[C:14]([C:15]4[CH:16]=[C:17]([CH:19]=[CH:20][CH:21]=4)[NH2:18])[N:9]3[N:8]=2)=[CH:3][CH:2]=1.[F:23][CH:24]([F:34])[C:25]1[CH:26]=[C:27]([CH:31]=[CH:32][CH:33]=1)[C:28](Cl)=[O:29].C(N(CC)CC)C. (5) Given the product [NH:7]([C:8]1[CH:13]=[CH:12][CH:11]=[CH:10][C:9]=1[NH:14][CH2:22][C:23]([O:25][C:26]([CH3:29])([CH3:28])[CH3:27])=[O:24])[C:1]1[CH:2]=[CH:3][CH:4]=[CH:5][CH:6]=1, predict the reactants needed to synthesize it. The reactants are: [C:1]1([NH:7][C:8]2[CH:13]=[CH:12][CH:11]=[CH:10][C:9]=2[NH2:14])[CH:6]=[CH:5][CH:4]=[CH:3][CH:2]=1.C([O-])([O-])=O.[K+].[K+].Br[CH2:22][C:23]([O:25][C:26]([CH3:29])([CH3:28])[CH3:27])=[O:24].CCOC(C)=O. (6) The reactants are: C([O:4][CH2:5][C:6]1[N:11]([C:12]2[CH:13]=[C:14]([CH:19]=[CH:20][C:21]=2[CH3:22])[C:15]([O:17][CH3:18])=[O:16])[C:10](=[O:23])[C:9]([Br:24])=[C:8]([O:25][CH2:26][C:27]2[CH:32]=[CH:31][C:30]([F:33])=[CH:29][C:28]=2[F:34])[CH:7]=1)(=O)C.C(=O)([O-])[O-].[K+].[K+].O. Given the product [CH3:18][O:17][C:15](=[O:16])[C:14]1[CH:19]=[CH:20][C:21]([CH3:22])=[C:12]([N:11]2[C:6]([CH2:5][OH:4])=[CH:7][C:8]([O:25][CH2:26][C:27]3[CH:32]=[CH:31][C:30]([F:33])=[CH:29][C:28]=3[F:34])=[C:9]([Br:24])[C:10]2=[O:23])[CH:13]=1, predict the reactants needed to synthesize it. (7) The reactants are: [C:1]([O:5][C:6](=[O:15])[NH:7][C:8]1[CH:13]=[CH:12][C:11]([NH2:14])=[CH:10][CH:9]=1)([CH3:4])([CH3:3])[CH3:2].[C:16]1([N:22]=[C:23]=[O:24])[CH:21]=[CH:20][CH:19]=[CH:18][CH:17]=1. Given the product [C:1]([O:5][C:6](=[O:15])[NH:7][C:8]1[CH:9]=[CH:10][C:11]([NH:14][C:23]([NH:22][C:16]2[CH:21]=[CH:20][CH:19]=[CH:18][CH:17]=2)=[O:24])=[CH:12][CH:13]=1)([CH3:4])([CH3:2])[CH3:3], predict the reactants needed to synthesize it. (8) Given the product [Cl:64][C:65]1[CH:66]=[CH:67][C:68]([F:79])=[C:69]([C:71]2[CH:76]=[C:75]([NH:77][C:3]3[C:4]4[C:5](=[CH:8][N:9]([CH2:22][CH2:23][O:24][CH3:25])[N:10]=4)[N:6]=[CH:7][C:2]=3[F:1])[C:74]([CH3:78])=[CH:73][N:72]=2)[CH:70]=1, predict the reactants needed to synthesize it. The reactants are: [F:1][C:2]1[C:3](I)=[C:4]2[N:10](CCOC)[N:9]=[CH:8][C:5]2=[N:6][CH:7]=1.CC1(C)C2C=CC=C(P(C3C=CC=CC=3)C3C=CC=CC=3)[C:25]=2[O:24][C:23]2C1=CC=C[C:22]=2P(C1C=CC=CC=1)C1C=CC=CC=1.CC(C)([O-])C.[Na+].[Cl:64][C:65]1[CH:66]=[CH:67][C:68]([F:79])=[C:69]([C:71]2[CH:76]=[C:75]([NH2:77])[C:74]([CH3:78])=[CH:73][N:72]=2)[CH:70]=1.C(O)(C(F)(F)F)=O. (9) Given the product [CH3:1][N:2]1[CH2:3][CH2:4][N:5]([CH:8]2[C:17]3[CH:16]=[C:15]([CH:18]4[CH2:23][CH2:22][CH2:21][N:20]([C:25]5[CH:26]=[CH:27][CH:28]=[C:29]([N:31]6[CH2:32][CH2:33][O:34][CH2:35][CH2:36]6)[N:30]=5)[CH2:19]4)[CH:14]=[CH:13][C:12]=3[CH2:11][CH2:10][CH2:9]2)[CH2:6][CH2:7]1, predict the reactants needed to synthesize it. The reactants are: [CH3:1][N:2]1[CH2:7][CH2:6][N:5]([CH:8]2[C:17]3[C:12](=[CH:13][CH:14]=[C:15]([CH:18]4[CH2:23][CH2:22][CH2:21][NH:20][CH2:19]4)[CH:16]=3)[CH2:11][CH2:10][CH2:9]2)[CH2:4][CH2:3]1.Br[C:25]1[N:30]=[C:29]([N:31]2[CH2:36][CH2:35][O:34][CH2:33][CH2:32]2)[CH:28]=[CH:27][CH:26]=1.C1C=CC(P(C2C(C3C(P(C4C=CC=CC=4)C4C=CC=CC=4)=CC=C4C=3C=CC=C4)=C3C(C=CC=C3)=CC=2)C2C=CC=CC=2)=CC=1.C(=O)(O)[O-].[Na+].